Dataset: hERG Central: cardiac toxicity at 1µM, 10µM, and general inhibition. Task: Predict hERG channel inhibition at various concentrations. (1) The molecule is CCC(C)Sc1nnc(NC(=O)C2CCN(C(=O)c3ccco3)CC2)s1. Results: hERG_inhib (hERG inhibition (general)): blocker. (2) The compound is COc1ccc(/C=N/NC(=O)c2ccccc2[N+](=O)[O-])cc1CN1CCc2cc(OC)c(OC)cc2C1C. Results: hERG_inhib (hERG inhibition (general)): blocker. (3) The molecule is O=C(Nc1ccccc1N1CCN(C(=O)c2ccc(Cl)cc2)CC1)c1cccnc1. Results: hERG_inhib (hERG inhibition (general)): blocker. (4) The drug is CCn1cc(C(=O)N2CCN(c3ccc([N+](=O)[O-])cc3)CC2)c(=O)c2ccc(C)nc21. Results: hERG_inhib (hERG inhibition (general)): blocker. (5) Results: hERG_inhib (hERG inhibition (general)): blocker. The molecule is O=C(OCc1ccccc1)N1CCOCCN(C(=O)OCc2ccccc2)CCOCC1.